Dataset: Reaction yield outcomes from USPTO patents with 853,638 reactions. Task: Predict the reaction yield, written as a fraction of the theoretical maximum amount of product (1.0 means a 100% yield; for example, 0.34 means a 34% yield). (1) The yield is 0.570. The product is [Cl:1][C:2]1[CH:7]=[C:6]([F:8])[C:5]([C:21]2[CH:22]=[C:23]([N+:25]([O-:27])=[O:26])[CH:24]=[CH:19][C:20]=2[O:28][C:29]2[CH:34]=[CH:33][C:32]([F:35])=[CH:31][C:30]=2[F:36])=[CH:4][N:3]=1. The catalyst is O1CCOCC1.C1C=CC(/C=C/C(/C=C/C2C=CC=CC=2)=O)=CC=1.C1C=CC(/C=C/C(/C=C/C2C=CC=CC=2)=O)=CC=1.C1C=CC(/C=C/C(/C=C/C2C=CC=CC=2)=O)=CC=1.[Pd].[Pd]. The reactants are [Cl:1][C:2]1[CH:7]=[C:6]([F:8])[C:5](B2OC(C)(C)C(C)(C)O2)=[CH:4][N:3]=1.Br[C:19]1[CH:24]=[C:23]([N+:25]([O-:27])=[O:26])[CH:22]=[CH:21][C:20]=1[O:28][C:29]1[CH:34]=[CH:33][C:32]([F:35])=[CH:31][C:30]=1[F:36].C1(P(C2CCCCC2)C2CCCCC2)CCCCC1.[O-]P([O-])([O-])=O.[K+].[K+].[K+]. (2) The reactants are [CH:1]1[C:10]2[C@@H:11]3[CH2:16][NH:15][CH2:14][CH2:13][C@@H:12]3[N:8]3[C:9]=2[C:4]([CH2:5][CH2:6][CH2:7]3)=[CH:3][CH:2]=1.Cl[CH2:18][CH2:19][CH2:20][C:21]1[C:25]2[CH:26]=[CH:27][C:28]([F:30])=[CH:29][C:24]=2[O:23][N:22]=1.C([O-])([O-])=O.[K+].[K+]. No catalyst specified. The product is [F:30][C:28]1[CH:27]=[CH:26][C:25]2[C:21]([CH2:20][CH2:19][CH2:18][N:15]3[CH2:14][CH2:13][C@@H:12]4[N:8]5[C:9]6[C:4](=[CH:3][CH:2]=[CH:1][C:10]=6[C@@H:11]4[CH2:16]3)[CH2:5][CH2:6][CH2:7]5)=[N:22][O:23][C:24]=2[CH:29]=1. The yield is 0.750. (3) The reactants are [H-].[Na+].[CH3:3][O:4][C:5]1[CH:10]=[C:9]([CH3:11])[C:8]([S:12]([N:15]2[CH2:20][CH2:19][CH2:18][CH2:17][CH:16]2[CH:21]=O)(=[O:14])=[O:13])=[C:7]([CH3:23])[CH:6]=1.[OH2:24].[CH2:25]1[CH2:29][O:28][CH2:27][CH2:26]1. No catalyst specified. The product is [CH3:3][O:4][C:5]1[CH:6]=[C:7]([CH3:23])[C:8]([S:12]([N:15]2[CH2:20][CH2:19][CH2:18][CH2:17][CH:16]2/[CH:21]=[CH:26]/[C:27]([O:28][CH2:29][CH3:25])=[O:24])(=[O:13])=[O:14])=[C:9]([CH3:11])[CH:10]=1. The yield is 0.400. (4) The catalyst is CO.O. The product is [NH2:8][C:7]1[CH:6]=[CH:5][C:4]([CH2:11][C:12]([O:14][CH3:15])=[O:13])=[CH:3][C:2]=1[Br:1]. The yield is 0.690. The reactants are [Br:1][C:2]1[CH:3]=[C:4]([CH2:11][C:12]([O:14][CH3:15])=[O:13])[CH:5]=[CH:6][C:7]=1[N+:8]([O-])=O.C(O[Na])(C)=O.O.O.O.CC(O)=O. (5) The reactants are O=[C:2]([CH:6]1[CH2:11][CH2:10][O:9][CH2:8][CH2:7]1)[CH2:3][C:4]#[N:5].C(C1C=C(N)[O:17][N:16]=1)(C)C. No catalyst specified. The product is [O:9]1[CH2:10][CH2:11][CH:6]([C:2]2[CH:3]=[C:4]([NH2:5])[O:17][N:16]=2)[CH2:7][CH2:8]1. The yield is 0.440.